From a dataset of Forward reaction prediction with 1.9M reactions from USPTO patents (1976-2016). Predict the product of the given reaction. (1) Given the reactants C[N:2]([CH:4]=[O:5])C.O=S(Cl)Cl.[Br:10][C:11]1[CH:12]=[C:13]2[C:17](=[CH:18][CH:19]=1)[NH:16][C:15](C(O)=O)=[CH:14]2, predict the reaction product. The product is: [Br:10][C:11]1[CH:12]=[C:13]2[C:17](=[CH:18][CH:19]=1)[NH:16][C:15]([C:4]([NH2:2])=[O:5])=[CH:14]2. (2) Given the reactants [OH:1][CH2:2][C:3]1[CH:4]=[C:5]2[C:9](=[CH:10][CH:11]=1)[N:8]([C:12]1[CH:17]=[C:16]([I:18])[CH:15]=[CH:14][N:13]=1)[N:7]=[C:6]2[C:19]([OH:21])=O.[Cl-].[NH4+:23], predict the reaction product. The product is: [OH:1][CH2:2][C:3]1[CH:4]=[C:5]2[C:9](=[CH:10][CH:11]=1)[N:8]([C:12]1[CH:17]=[C:16]([I:18])[CH:15]=[CH:14][N:13]=1)[N:7]=[C:6]2[C:19]([NH2:23])=[O:21]. (3) Given the reactants Cl.[C:2]1([C:8]2[CH:9]=[C:10]([CH2:17][O:18][C:19]3[CH:28]=[CH:27][C:22]4[NH:23][CH2:24][CH2:25][O:26][C:21]=4[CH:20]=3)[S:11][C:12]=2[C:13]([F:16])([F:15])[F:14])[CH:7]=[CH:6][CH:5]=[CH:4][CH:3]=1.[C:29]([O:33][C:34]([N:36]([CH2:46][C:47](O)=[O:48])[CH2:37][CH2:38][C:39]([O:41][C:42]([CH3:45])([CH3:44])[CH3:43])=[O:40])=[O:35])([CH3:32])([CH3:31])[CH3:30].CCN=C=NCCCN(C)C.Cl.C1C=CC2N(O)N=NC=2C=1.CCN(C(C)C)C(C)C, predict the reaction product. The product is: [C:42]([O:41][C:39](=[O:40])[CH2:38][CH2:37][N:36]([C:34]([O:33][C:29]([CH3:32])([CH3:31])[CH3:30])=[O:35])[CH2:46][C:47](=[O:48])[N:23]1[C:22]2[CH:27]=[CH:28][C:19]([O:18][CH2:17][C:10]3[S:11][C:12]([C:13]([F:16])([F:14])[F:15])=[C:8]([C:2]4[CH:3]=[CH:4][CH:5]=[CH:6][CH:7]=4)[CH:9]=3)=[CH:20][C:21]=2[O:26][CH2:25][CH2:24]1)([CH3:44])([CH3:45])[CH3:43]. (4) Given the reactants [NH2:1][CH:2]1[CH2:6][CH2:5][N:4]([C:7]([O:9][CH2:10][C:11]2[CH:16]=[C:15]([Cl:17])[CH:14]=[C:13]([Cl:18])[CH:12]=2)=[O:8])[CH2:3]1.[NH:19]1[CH:23]=[C:22]([CH2:24][CH2:25][CH2:26][C:27](O)=[O:28])[N:21]=[N:20]1.CN(C(ON1N=NC2C=CC=NC1=2)=[N+](C)C)C.F[P-](F)(F)(F)(F)F.C(N(CC)CC)C, predict the reaction product. The product is: [NH:19]1[CH:23]=[C:22]([CH2:24][CH2:25][CH2:26][C:27]([NH:1][CH:2]2[CH2:6][CH2:5][N:4]([C:7]([O:9][CH2:10][C:11]3[CH:16]=[C:15]([Cl:17])[CH:14]=[C:13]([Cl:18])[CH:12]=3)=[O:8])[CH2:3]2)=[O:28])[N:21]=[N:20]1. (5) Given the reactants [CH3:1][O:2][C:3](=[O:43])[CH2:4][NH:5][C:6]([C:8]1[N:9]=[C:10]([C:39]([F:42])([F:41])[F:40])[N:11]2[CH2:16][CH2:15][N:14]([C:17](=[O:38])[CH2:18][C@H:19]([NH:30]C(OC(C)(C)C)=O)[CH2:20][C:21]3[CH:26]=[C:25]([F:27])[C:24]([F:28])=[CH:23][C:22]=3[F:29])[CH2:13][C:12]=12)=[O:7].[ClH:44], predict the reaction product. The product is: [ClH:44].[CH3:1][O:2][C:3](=[O:43])[CH2:4][NH:5][C:6]([C:8]1[N:9]=[C:10]([C:39]([F:41])([F:40])[F:42])[N:11]2[CH2:16][CH2:15][N:14]([C:17](=[O:38])[CH2:18][C@H:19]([NH2:30])[CH2:20][C:21]3[CH:26]=[C:25]([F:27])[C:24]([F:28])=[CH:23][C:22]=3[F:29])[CH2:13][C:12]=12)=[O:7].